This data is from Experimentally validated miRNA-target interactions with 360,000+ pairs, plus equal number of negative samples. The task is: Binary Classification. Given a miRNA mature sequence and a target amino acid sequence, predict their likelihood of interaction. (1) The miRNA is hsa-miR-4433b-5p with sequence AUGUCCCACCCCCACUCCUGU. The protein sequence of the target gene is MSSYQKELEKYRDIDEDEILRTLSPEELEQLDCELQEMDPENMLLPAGLRQRDQTKKSPTGPLDREALLQYLEQQALEVKERDDLVPFTGEKKGKPYIQPKREIPAEEQITLEPELEEALAHATDAEMCDIAAILDMYTLMSNKQYYDALCSGEICNTEGISSVVQPDKYKPVPDEPPNPTNIEEILKRVRSNDKELEEVNLNNIQDIPIPMLSELCEAMKANTYVRSFSLVATRSGDPIANAVADMLRENRSLQSLNIESNFISSTGLMAVLKAVRENATLTELRVDNQRQWPGDAVEM.... Result: 0 (no interaction). (2) The protein sequence of the target gene is MELAHSLLLNEEASNQLGAVQKAEFIFEWLRYLEKLLLATNREDVREKQKTLVGQLLSLLNSSPGPPTRKLLAQDLAILYSVGDTVSVYETIDKCNDLIRSKDDSPSYLPTKLAAVVCLGSLYKKLGRILANGFTDTVVNILKAMKSAESQGRYEIMLSLQSILTGLGAAAAPCHRDVYKAARSCLTDRSMAVRCAAAKCLLELQNEAIFMWSTDVDSVATLCFKSFEGSNYDVRISVSKLLGTVLAKAVTAKHPGAGSKQSARRVSLEEVLELLGAGFLRGSSGFLRASGDMLKGNSSV.... The miRNA is hsa-miR-548y with sequence AAAAGUAAUCACUGUUUUUGCC. Result: 0 (no interaction).